This data is from Reaction yield outcomes from USPTO patents with 853,638 reactions. The task is: Predict the reaction yield, written as a fraction of the theoretical maximum amount of product (1.0 means a 100% yield; for example, 0.34 means a 34% yield). (1) The reactants are OC(C(F)(F)F)=O.[F:8][C:9]1[CH:10]=[C:11]([C:15]2[N:20]=[CH:19][C:18]([C:21]([NH:23][C@H:24]3[C@@H:28]([OH:29])[CH2:27][NH:26][CH2:25]3)=[O:22])=[CH:17][N:16]=2)[CH:12]=[CH:13][CH:14]=1.Cl[C:31]1[CH:36]=[C:35]([C:37]([C:39]2[S:40][CH:41]=[CH:42][N:43]=2)=[O:38])[CH:34]=[CH:33][N:32]=1. The catalyst is C(O)CCC. The yield is 0.340. The product is [F:8][C:9]1[CH:10]=[C:11]([C:15]2[N:20]=[CH:19][C:18]([C:21]([NH:23][C@H:24]3[C@@H:28]([OH:29])[CH2:27][N:26]([C:31]4[CH:36]=[C:35]([C:37]([C:39]5[S:40][CH:41]=[CH:42][N:43]=5)=[O:38])[CH:34]=[CH:33][N:32]=4)[CH2:25]3)=[O:22])=[CH:17][N:16]=2)[CH:12]=[CH:13][CH:14]=1. (2) The reactants are C[Al](C)C.[CH3:5][S:6]([C:9]1[CH:18]=[CH:17][C:12]2[N:13]=[C:14]([NH2:16])[S:15][C:11]=2[CH:10]=1)(=[O:8])=[O:7].CCN(C(C)C)C(C)C.[Cl:28][C:29]1[CH:39]=[CH:38][C:37]([N+:40]([O-:42])=[O:41])=[CH:36][C:30]=1[C:31]([N:33]=[C:34]=[O:35])=[O:32]. The catalyst is ClCCCl. The product is [Cl:28][C:29]1[CH:39]=[CH:38][C:37]([N+:40]([O-:42])=[O:41])=[CH:36][C:30]=1[C:31]([NH:33][C:34](=[O:35])[NH:16][C:14]1[S:15][C:11]2[CH:10]=[C:9]([S:6]([CH3:5])(=[O:7])=[O:8])[CH:18]=[CH:17][C:12]=2[N:13]=1)=[O:32]. The yield is 0.270.